This data is from Catalyst prediction with 721,799 reactions and 888 catalyst types from USPTO. The task is: Predict which catalyst facilitates the given reaction. Reactant: [NH2:1][C:2]1[S:3][C:4]([C:8]([O:10][CH2:11][CH3:12])=[O:9])=[C:5]([CH3:7])[N:6]=1.CCN(CC)CC.[Cl:20][C:21]1[C:22]([CH3:31])=[C:23]([S:27](Cl)(=[O:29])=[O:28])[CH:24]=[CH:25][CH:26]=1. Product: [Cl:20][C:21]1[C:22]([CH3:31])=[C:23]([S:27]([NH:1][C:2]2[S:3][C:4]([C:8]([O:10][CH2:11][CH3:12])=[O:9])=[C:5]([CH3:7])[N:6]=2)(=[O:29])=[O:28])[CH:24]=[CH:25][CH:26]=1. The catalyst class is: 79.